Dataset: Forward reaction prediction with 1.9M reactions from USPTO patents (1976-2016). Task: Predict the product of the given reaction. Given the reactants [CH:1]1(Br)[CH2:5][CH2:4][CH2:3][CH2:2]1.S(C)C.[Si:10]([O:17][CH2:18][CH:19]1[CH2:21][N@@:20]1[C:22]([O:24][C:25]([CH3:28])([CH3:27])[CH3:26])=[O:23])([C:13]([CH3:16])([CH3:15])[CH3:14])([CH3:12])[CH3:11], predict the reaction product. The product is: [CH:1]1([CH2:21][C@H:19]([NH:20][C:22](=[O:23])[O:24][C:25]([CH3:28])([CH3:27])[CH3:26])[CH2:18][O:17][Si:10]([C:13]([CH3:15])([CH3:16])[CH3:14])([CH3:12])[CH3:11])[CH2:5][CH2:4][CH2:3][CH2:2]1.